From a dataset of Reaction yield outcomes from USPTO patents with 853,638 reactions. Predict the reaction yield, written as a fraction of the theoretical maximum amount of product (1.0 means a 100% yield; for example, 0.34 means a 34% yield). (1) The reactants are [H-].[Na+].[C:3]([O:7][C:8](=[O:41])[NH:9][CH2:10][C:11]1[CH:40]=[CH:39][C:14]2[N:15]([CH2:34][CH2:35][CH:36]([CH3:38])[CH3:37])[C:16]([CH2:18][N:19]3[C:28]4[C:23](=[CH:24][CH:25]=[CH:26][CH:27]=4)[C:22](=[O:29])[N:21]([CH:30]4[CH2:32][CH2:31]4)[C:20]3=[O:33])=[N:17][C:13]=2[CH:12]=1)([CH3:6])([CH3:5])[CH3:4].I[CH3:43]. The catalyst is CN(C=O)C. The product is [C:3]([O:7][C:8](=[O:41])[N:9]([CH2:10][C:11]1[CH:40]=[CH:39][C:14]2[N:15]([CH2:34][CH2:35][CH:36]([CH3:37])[CH3:38])[C:16]([CH2:18][N:19]3[C:28]4[C:23](=[CH:24][CH:25]=[CH:26][CH:27]=4)[C:22](=[O:29])[N:21]([CH:30]4[CH2:32][CH2:31]4)[C:20]3=[O:33])=[N:17][C:13]=2[CH:12]=1)[CH3:43])([CH3:5])([CH3:4])[CH3:6]. The yield is 0.760. (2) The reactants are [NH2:1][C:2](=O)[CH2:3][CH2:4][C@@H:5]([NH:17][C:18](=[O:24])[O:19][C:20]([CH3:23])([CH3:22])[CH3:21])[CH2:6][C:7]1[CH:12]=[CH:11][C:10]([C:13]([F:16])([F:15])[F:14])=[CH:9][CH:8]=1.COC1C=CC(P2(SP(C3C=CC(OC)=CC=3)(=S)S2)=[S:35])=CC=1. The catalyst is C(Cl)Cl. The product is [NH2:1][C:2](=[S:35])[CH2:3][CH2:4][C@@H:5]([NH:17][C:18](=[O:24])[O:19][C:20]([CH3:23])([CH3:22])[CH3:21])[CH2:6][C:7]1[CH:12]=[CH:11][C:10]([C:13]([F:16])([F:15])[F:14])=[CH:9][CH:8]=1. The yield is 0.750. (3) The reactants are [Br:1][C:2]1[C:3]([N+:16]([O-])=O)=[CH:4][C:5]2[O:9][CH:8]=[C:7]([C:10]([O:12][CH2:13][CH3:14])=[O:11])[C:6]=2[CH:15]=1.[NH4+].[Cl-]. The catalyst is CO.C1COCC1.O.[Fe]. The product is [NH2:16][C:3]1[C:2]([Br:1])=[CH:15][C:6]2[C:7]([C:10]([O:12][CH2:13][CH3:14])=[O:11])=[CH:8][O:9][C:5]=2[CH:4]=1. The yield is 0.680.